This data is from Full USPTO retrosynthesis dataset with 1.9M reactions from patents (1976-2016). The task is: Predict the reactants needed to synthesize the given product. (1) Given the product [CH:31]1([CH2:34][O:35][C:36]2[CH:44]=[CH:43][C:39]3[O:40][CH2:41][O:42][C:38]=3[C:37]=2[C:45]2[C:46]3[NH:53][CH:52]=[C:51]([C:54]([NH:1][C@H:2]([CH3:30])[C:3]([N:5]4[CH2:10][CH2:9][CH:8]([N:11]5[C:16](=[O:17])[C:15]([CH3:19])([CH3:18])[CH2:14][C:13]([C:20]6[CH:25]=[CH:24][C:23]([O:26][CH3:27])=[C:22]([O:28][CH3:29])[CH:21]=6)=[N:12]5)[CH2:7][CH2:6]4)=[O:4])=[O:55])[C:47]=3[N:48]=[CH:49][N:50]=2)[CH2:32][CH2:33]1, predict the reactants needed to synthesize it. The reactants are: [NH2:1][C@H:2]([CH3:30])[C:3]([N:5]1[CH2:10][CH2:9][CH:8]([N:11]2[C:16](=[O:17])[C:15]([CH3:19])([CH3:18])[CH2:14][C:13]([C:20]3[CH:25]=[CH:24][C:23]([O:26][CH3:27])=[C:22]([O:28][CH3:29])[CH:21]=3)=[N:12]2)[CH2:7][CH2:6]1)=[O:4].[CH:31]1([CH2:34][O:35][C:36]2[CH:44]=[CH:43][C:39]3[O:40][CH2:41][O:42][C:38]=3[C:37]=2[C:45]2[C:46]3[NH:53][CH:52]=[C:51]([C:54](O)=[O:55])[C:47]=3[N:48]=[CH:49][N:50]=2)[CH2:33][CH2:32]1.CCOC(C(C#N)=NOC(N1CCOCC1)=[N+](C)C)=O.F[P-](F)(F)(F)(F)F.CCN(C(C)C)C(C)C. (2) Given the product [F:1][C:2]1[CH:7]=[CH:6][C:5]([O:8][C:9](=[O:24])[N:10]([C@H:12]2[C@H:16]([C:17]3[CH:22]=[CH:21][C:20]([Cl:23])=[CH:19][CH:18]=3)[CH2:15][N:14]([C:32]([CH:30]3[CH2:29][CH2:28][O:27][C:26]([CH3:35])([CH3:25])[CH2:31]3)=[O:33])[CH2:13]2)[CH3:11])=[CH:4][CH:3]=1, predict the reactants needed to synthesize it. The reactants are: [F:1][C:2]1[CH:7]=[CH:6][C:5]([O:8][C:9](=[O:24])[N:10]([C@H:12]2[C@H:16]([C:17]3[CH:22]=[CH:21][C:20]([Cl:23])=[CH:19][CH:18]=3)[CH2:15][NH:14][CH2:13]2)[CH3:11])=[CH:4][CH:3]=1.[CH3:25][C:26]1([CH3:35])[CH2:31][CH:30]([C:32](O)=[O:33])[CH2:29][CH2:28][O:27]1. (3) Given the product [CH3:1][C:2]1[CH:3]=[C:4]([O:17][CH2:25][C:26]2[N:27]=[C:28](/[CH:31]=[CH:32]/[C:33]3[CH:34]=[CH:35][C:36]([S:39]([C:41]([F:44])([F:42])[F:43])=[O:40])=[CH:37][CH:38]=3)[O:29][CH:30]=2)[CH:5]=[CH:6][C:7]=1[CH2:8][CH2:9][CH2:10][CH2:11][N:12]1[CH:16]=[CH:15][N:14]=[N:13]1, predict the reactants needed to synthesize it. The reactants are: [CH3:1][C:2]1[CH:3]=[C:4]([OH:17])[CH:5]=[CH:6][C:7]=1[CH2:8][CH2:9][CH2:10][CH2:11][N:12]1[CH:16]=[CH:15][N:14]=[N:13]1.C(=O)([O-])[O-].[Cs+].[Cs+].Cl[CH2:25][C:26]1[N:27]=[C:28]([CH:31]=[CH:32][C:33]2[CH:38]=[CH:37][C:36]([S:39]([C:41]([F:44])([F:43])[F:42])=[O:40])=[CH:35][CH:34]=2)[O:29][CH:30]=1.[I-].[K+]. (4) Given the product [Br:1][C:2]1[CH:3]=[N:4][C:5]2[C:10]([CH:11]=1)=[CH:9][C:8]([OH:12])=[C:7]([F:14])[CH:6]=2, predict the reactants needed to synthesize it. The reactants are: [Br:1][C:2]1[CH:3]=[N:4][C:5]2[C:10]([CH:11]=1)=[CH:9][C:8]([O:12]C)=[C:7]([F:14])[CH:6]=2.Br. (5) Given the product [C:24]1(=[O:25])[CH2:27][CH2:26][CH2:19][CH2:20][CH2:21][CH2:22][CH2:23]1.[CH2:8]([O:15][C:16]1[CH:27]=[CH:26][C:19]2[CH2:20][CH2:21][CH2:22][CH2:23][C:24](=[O:25])[CH2:32][C:18]=2[CH:17]=1)[C:9]1[CH:10]=[CH:11][CH:12]=[CH:13][CH:14]=1, predict the reactants needed to synthesize it. The reactants are: C[Si](C=[N+]=[N-])(C)C.[CH2:8]([O:15][C:16]1[CH:27]=[CH:26][C:19]2[CH2:20][CH2:21][CH2:22][CH2:23][C:24](=[O:25])[C:18]=2[CH:17]=1)[C:9]1[CH:14]=[CH:13][CH:12]=[CH:11][CH:10]=1.B(F)(F)F.[CH3:32]COCC.